Binary Classification. Given a miRNA mature sequence and a target amino acid sequence, predict their likelihood of interaction. From a dataset of Experimentally validated miRNA-target interactions with 360,000+ pairs, plus equal number of negative samples. The miRNA is mmu-miR-1938 with sequence CGGUGGGACUUGUAGUUCGGUC. The protein sequence of the target gene is MMTSVSSDHCRGAREKPQISAAQSTQPQKQVVQATAEQMRLAQVIFDKNDSDFEAKVKQLMEVTGKNQDECIVALHDCNGDVNKAINILLEGNSDTTSWETVGCKKKNFAKENSENKENREKKSEKESSRGRGNNNRKGRGGNRGREFRGEENGIDCNQVDKPSDRGKRARGRGFGRGRGRGAGRFSTQGMGTFNPADYSDSTSTDVCGTKLVVWEAAQNGADEGTELASNTHNIAQDLSNKSSYGLKGAWKNSVEEWTTEDWTEDLSETKVFTASSAPAENHILPGQSIDLVALLQKPV.... Result: 0 (no interaction).